Dataset: Reaction yield outcomes from USPTO patents with 853,638 reactions. Task: Predict the reaction yield, written as a fraction of the theoretical maximum amount of product (1.0 means a 100% yield; for example, 0.34 means a 34% yield). (1) No catalyst specified. The yield is 0.860. The product is [F:1][C:2]1[CH:3]=[CH:4][C:5]([C:6](=[O:8])[CH2:13][C:14]#[N:15])=[CH:11][CH:12]=1. The reactants are [F:1][C:2]1[CH:12]=[CH:11][C:5]([C:6]([O:8]CC)=O)=[CH:4][CH:3]=1.[CH3:13][C:14]#[N:15]. (2) The product is [CH2:2]([O:3][CH2:4][CH:5]([OH:6])[CH2:7][OH:8])[CH2:9][CH2:13][CH2:14][CH2:15][CH2:16][CH2:17][CH2:18][CH2:19][CH2:20][CH2:21][CH3:22]. The yield is 0.710. The catalyst is C1(C)C=CC=CC=1. The reactants are C[C:2]1([CH3:9])[O:6][CH:5]([CH2:7][OH:8])[CH2:4][O:3]1.[OH-].[K+].Br[CH2:13][CH2:14][CH2:15][CH2:16][CH2:17][CH2:18][CH2:19][CH2:20][CH2:21][CH3:22].